From a dataset of Forward reaction prediction with 1.9M reactions from USPTO patents (1976-2016). Predict the product of the given reaction. (1) Given the reactants [CH:1]1([O:5][C:6]2[C:14]([CH3:15])=[CH:13][CH:12]=[CH:11][C:7]=2[C:8]([OH:10])=O)[CH2:4][CH2:3][CH2:2]1.[CH2:16]([O:18][C:19](=[O:31])[CH2:20][C:21]1([NH2:30])[CH2:29][C:28]2[C:23](=[CH:24][CH:25]=[CH:26][CH:27]=2)[CH2:22]1)[CH3:17].CN(C(ON1N=NC2C=CC=NC1=2)=[N+](C)C)C.F[P-](F)(F)(F)(F)F.C(N(C(C)C)CC)(C)C, predict the reaction product. The product is: [CH2:16]([O:18][C:19](=[O:31])[CH2:20][C:21]1([NH:30][C:8](=[O:10])[C:7]2[CH:11]=[CH:12][CH:13]=[C:14]([CH3:15])[C:6]=2[O:5][CH:1]2[CH2:2][CH2:3][CH2:4]2)[CH2:29][C:28]2[C:23](=[CH:24][CH:25]=[CH:26][CH:27]=2)[CH2:22]1)[CH3:17]. (2) Given the reactants [Cl-:1].[NH3+:2][CH2:3][CH2:4][CH2:5][CH2:6][C:7]([C:9]1[CH:10]=[NH+:11][CH:12]=[CH:13][CH:14]=1)=O.[Cl-].[CH:16]([C:18]1[C:27](=[O:28])[C:26]2[C:21](=[CH:22][CH:23]=[CH:24][CH:25]=2)[O:20][CH:19]=1)=O, predict the reaction product. The product is: [ClH:1].[ClH:1].[N:11]1[CH:12]=[CH:13][CH:14]=[C:9]([C:7]2[C:6](=[CH:16][C:18]3[C:27](=[O:28])[C:26]4[C:21](=[CH:22][CH:23]=[CH:24][CH:25]=4)[O:20][CH:19]=3)[CH2:5][CH2:4][CH2:3][N:2]=2)[CH:10]=1. (3) Given the reactants [F:1][C:2]1[CH:7]=[CH:6][CH:5]=[C:4]2[O:8][CH2:9][O:10][C:3]=12.C([Li])CCC.C[O:17][B:18](OC)[O:19]C, predict the reaction product. The product is: [F:1][C:2]1([B:18]([OH:19])[OH:17])[CH:7]=[CH:6][CH:5]=[C:4]2[O:8][CH2:9][O:10][CH:3]12. (4) Given the reactants [OH:1][CH2:2][CH2:3][C:4]1[CH:11]=[CH:10][C:7]([C:8]#[N:9])=[CH:6][CH:5]=1.Cl[C:13]1[CH:23]=[C:17]2[N:18]([CH3:22])[CH2:19][CH2:20][CH2:21][N:16]2[C:15](=[O:24])[N:14]=1, predict the reaction product. The product is: [CH3:22][N:18]1[CH2:19][CH2:20][CH2:21][N:16]2[C:15](=[O:24])[N:14]=[C:13]([O:1][CH2:2][CH2:3][C:4]3[CH:11]=[CH:10][C:7]([C:8]#[N:9])=[CH:6][CH:5]=3)[CH:23]=[C:17]12. (5) Given the reactants [C:1]([C:3]1[C:11]2[C:6](=[CH:7][CH:8]=[C:9]([F:12])[CH:10]=2)[N:5]([NH:13][C:14]([C:16]2[C:17]([CH3:29])=[N:18][C:19]([C:22]3[CH:27]=[CH:26][CH:25]=[C:24]([F:28])[CH:23]=3)=[N:20][CH:21]=2)=[O:15])[CH:4]=1)#[N:2].[Si]([N:34]=[N+:35]=[N-:36])(C)(C)C.CCCC[N+](CCCC)(CCCC)CCCC.[F-], predict the reaction product. The product is: [F:12][C:9]1[CH:10]=[C:11]2[C:6](=[CH:7][CH:8]=1)[N:5]([NH:13][C:14]([C:16]1[C:17]([CH3:29])=[N:18][C:19]([C:22]3[CH:27]=[CH:26][CH:25]=[C:24]([F:28])[CH:23]=3)=[N:20][CH:21]=1)=[O:15])[CH:4]=[C:3]2[C:1]1[NH:36][N:35]=[N:34][N:2]=1. (6) Given the reactants Cl[C:2]1[CH:7]=[C:6]([C:8]2[C:9]([C:17]3[S:18][C:19]([Cl:22])=[CH:20][CH:21]=3)=[N:10][N:11]([CH:13]([CH2:15][CH3:16])[CH3:14])[CH:12]=2)[CH:5]=[CH:4][N:3]=1.[CH:23]([NH2:26])([CH3:25])[CH3:24].CN(C)[CH:29]=[O:30], predict the reaction product. The product is: [CH:13]([N:11]1[CH:12]=[C:8]([C:6]2[CH:5]=[CH:4][N:3]=[C:2]([C:29]([NH:26][CH:23]([CH3:25])[CH3:24])=[O:30])[CH:7]=2)[C:9]([C:17]2[S:18][C:19]([Cl:22])=[CH:20][CH:21]=2)=[N:10]1)([CH2:15][CH3:16])[CH3:14]. (7) Given the reactants [CH3:1][O:2][C:3]1[CH:4]=[CH:5][C:6]([C:12](=O)[CH2:13][C:14]2[CH:19]=[CH:18][CH:17]=[CH:16][CH:15]=2)=[C:7]([CH:11]=1)[C:8](O)=[O:9].O.[NH2:22][NH2:23], predict the reaction product. The product is: [CH2:13]([C:12]1[C:6]2[C:7](=[CH:11][C:3]([O:2][CH3:1])=[CH:4][CH:5]=2)[C:8](=[O:9])[NH:23][N:22]=1)[C:14]1[CH:19]=[CH:18][CH:17]=[CH:16][CH:15]=1. (8) Given the reactants [CH3:1][C:2]([CH3:25])([CH3:24])[C:3]([NH:5][C:6]1[CH:7]=[C:8]([CH:13]=[CH:14][C:15]=1[NH:16][CH2:17][CH:18]1[CH2:23][CH2:22][O:21][CH2:20][CH2:19]1)[C:9]([O:11][CH3:12])=[O:10])=O.C(O)(=O)C(C)(C)C, predict the reaction product. The product is: [C:2]([C:3]1[N:16]([CH2:17][CH:18]2[CH2:23][CH2:22][O:21][CH2:20][CH2:19]2)[C:15]2[CH:14]=[CH:13][C:8]([C:9]([O:11][CH3:12])=[O:10])=[CH:7][C:6]=2[N:5]=1)([CH3:25])([CH3:24])[CH3:1]. (9) Given the reactants [CH2:1]([O:8][C:9]1[CH:10]=[C:11]2[C:16](=[CH:17][C:18]=1[O:19][CH3:20])[CH:15]=[N:14][CH:13]([C:21]([CH3:24])([CH3:23])[CH3:22])[CH2:12]2)[C:2]1[CH:7]=[CH:6][CH:5]=[CH:4][CH:3]=1.C(O[CH:28]=[C:29]([C:35](=[O:37])[CH3:36])[C:30]([O:32][CH2:33][CH3:34])=[O:31])C, predict the reaction product. The product is: [CH2:1]([O:8][C:9]1[C:18]([O:19][CH3:20])=[CH:17][C:16]2[CH:15]3[N:14]([CH:13]([C:21]([CH3:24])([CH3:23])[CH3:22])[CH2:12][C:11]=2[CH:10]=1)[CH:28]=[C:29]([C:30]([O:32][CH2:33][CH3:34])=[O:31])[C:35](=[O:37])[CH2:36]3)[C:2]1[CH:7]=[CH:6][CH:5]=[CH:4][CH:3]=1.